Dataset: Catalyst prediction with 721,799 reactions and 888 catalyst types from USPTO. Task: Predict which catalyst facilitates the given reaction. Reactant: [OH:1]/[N:2]=[C:3](/[C:6]1[CH:11]=[CH:10][CH:9]=[CH:8][CH:7]=1)\[C:4]#[N:5].Cl.Cl[CH2:14][C:15]1[N:16]=[C:17]([NH2:20])[S:18][CH:19]=1.[I-].[K+].C(=O)([O-])[O-].[Cs+].[Cs+]. Product: [NH2:20][C:17]1[S:18][CH:19]=[C:15]([CH2:14][O:1]/[N:2]=[C:3](/[C:6]2[CH:11]=[CH:10][CH:9]=[CH:8][CH:7]=2)\[C:4]#[N:5])[N:16]=1. The catalyst class is: 444.